This data is from Full USPTO retrosynthesis dataset with 1.9M reactions from patents (1976-2016). The task is: Predict the reactants needed to synthesize the given product. Given the product [Cl:1][C:2]1[CH:7]=[C:6]([Cl:8])[CH:5]=[CH:4][C:3]=1[C:9]1[N:10]=[C:11]([CH2:28][CH3:29])[C:12]([NH:17][C@@H:18]2[C:26]3[CH:21]=[CH:22][S:48][C:25]=3[CH2:24][CH2:23][C@H:19]2[CH3:20])=[N:13][C:14]=1[CH2:15][CH3:16], predict the reactants needed to synthesize it. The reactants are: [Cl:1][C:2]1[CH:7]=[C:6]([Cl:8])[CH:5]=[CH:4][C:3]=1[C:9]1[N:10]=[C:11]([CH2:28][CH3:29])[C:12]([NH:17][C@@H:18]2[C:26]3[C:21](=[CH:22][CH:23]=[CH:24][CH:25]=3)[CH2:20][C@@H:19]2O)=[N:13][C:14]=1[CH2:15][CH3:16].BrC1N=C(CC)C(NC2C3C=C[S:48]C=3CCC2C)=NC=1CC.